This data is from Catalyst prediction with 721,799 reactions and 888 catalyst types from USPTO. The task is: Predict which catalyst facilitates the given reaction. (1) Product: [CH3:21][C:16]1([CH3:22])[C:17]([CH3:20])([CH3:19])[O:18][B:14]([C:2]2[CH:7]=[CH:6][C:5]([C:8]3([C:11]([NH2:13])=[O:12])[CH2:10][CH2:9]3)=[CH:4][CH:3]=2)[O:15]1. Reactant: Br[C:2]1[CH:7]=[CH:6][C:5]([C:8]2([C:11]([NH2:13])=[O:12])[CH2:10][CH2:9]2)=[CH:4][CH:3]=1.[B:14]1([B:14]2[O:18][C:17]([CH3:20])([CH3:19])[C:16]([CH3:22])([CH3:21])[O:15]2)[O:18][C:17]([CH3:20])([CH3:19])[C:16]([CH3:22])([CH3:21])[O:15]1.C([O-])(=O)C.[K+].ClCCl. The catalyst class is: 423. (2) Reactant: [CH2:1]([N:8]1[C:16]2[C:11](=[N:12][C:13]([Cl:17])=[CH:14][CH:15]=2)[CH:10]=[C:9]1Br)[C:2]1[CH:7]=[CH:6][CH:5]=[CH:4][CH:3]=1.C([Sn](CCCC)(CCCC)[C:24]1[S:25][CH:26]=[CH:27][N:28]=1)CCC. The catalyst class is: 109. Product: [CH2:1]([N:8]1[C:16]2[C:11](=[N:12][C:13]([Cl:17])=[CH:14][CH:15]=2)[CH:10]=[C:9]1[C:24]1[S:25][CH:26]=[CH:27][N:28]=1)[C:2]1[CH:7]=[CH:6][CH:5]=[CH:4][CH:3]=1. (3) Reactant: [F:1][C:2]([F:24])([F:23])[C:3]([NH:5][CH2:6][C:7]1([CH3:22])[CH2:12][O:11][CH:10]([C:13]2[N:17]([CH3:18])[N:16]=[CH:15][C:14]=2[N+:19]([O-])=O)[O:9][CH2:8]1)=[O:4].C([O-])=O.[NH4+].[NH2:29][C:30]1[S:34][C:33]([C:35]2[C:40]([F:41])=[CH:39][CH:38]=[CH:37][C:36]=2[F:42])=[N:32][C:31]=1[C:43](O)=[O:44].CN1CCOCC1.CCCP(=O)=O. Product: [NH2:29][C:30]1[S:34][C:33]([C:35]2[C:40]([F:41])=[CH:39][CH:38]=[CH:37][C:36]=2[F:42])=[N:32][C:31]=1[C:43]([NH:19][C:14]1[CH:15]=[N:16][N:17]([CH3:18])[C:13]=1[CH:10]1[O:11][CH2:12][C:7]([CH3:22])([CH2:6][NH:5][C:3](=[O:4])[C:2]([F:24])([F:23])[F:1])[CH2:8][O:9]1)=[O:44]. The catalyst class is: 19.